From a dataset of NCI-60 drug combinations with 297,098 pairs across 59 cell lines. Regression. Given two drug SMILES strings and cell line genomic features, predict the synergy score measuring deviation from expected non-interaction effect. (1) Drug 1: C1=CN(C(=O)N=C1N)C2C(C(C(O2)CO)O)O.Cl. Drug 2: CC(C)(C#N)C1=CC(=CC(=C1)CN2C=NC=N2)C(C)(C)C#N. Cell line: NCI-H522. Synergy scores: CSS=38.3, Synergy_ZIP=0.560, Synergy_Bliss=-0.727, Synergy_Loewe=-5.04, Synergy_HSA=-0.390. (2) Drug 2: C1=CC=C(C(=C1)C(C2=CC=C(C=C2)Cl)C(Cl)Cl)Cl. Cell line: SF-539. Synergy scores: CSS=-13.3, Synergy_ZIP=18.6, Synergy_Bliss=24.3, Synergy_Loewe=-3.07, Synergy_HSA=0.395. Drug 1: C(=O)(N)NO.